This data is from Forward reaction prediction with 1.9M reactions from USPTO patents (1976-2016). The task is: Predict the product of the given reaction. (1) The product is: [ClH:1].[Cl:1][C:2]1[CH:3]=[CH:4][C:5]([C:31]([O:33][CH2:34][CH3:35])=[O:32])=[C:6]([CH:30]=1)[O:7][C@H:8]1[CH2:17][CH2:16][C@@H:15]2[C@H:10]([CH2:11][C@@H:12]([C:25]([O:27][CH2:28][CH3:29])=[O:26])[NH:13][CH2:14]2)[CH2:9]1. Given the reactants [Cl:1][C:2]1[CH:3]=[CH:4][C:5]([C:31]([O:33][CH2:34][CH3:35])=[O:32])=[C:6]([CH:30]=1)[O:7][C@H:8]1[CH2:17][CH2:16][C@@H:15]2[C@H:10]([CH2:11][C@@H:12]([C:25]([O:27][CH2:28][CH3:29])=[O:26])[N:13](C(OC(C)(C)C)=O)[CH2:14]2)[CH2:9]1.Cl, predict the reaction product. (2) Given the reactants C([Si](C(C)(C)C)(C1C=CC=CC=1)[O:6][CH2:7][CH:8]([CH3:38])[O:9][C:10]1[CH:11]=[C:12]([O:27][C:28]2[CH:33]=[CH:32][C:31]([S:34]([CH3:37])(=[O:36])=[O:35])=[CH:30][CH:29]=2)[CH:13]=[C:14]2[C:18]=1[NH:17][C:16]([C:19]1[S:20][CH:21]([CH2:24][CH2:25][OH:26])[CH2:22][N:23]=1)=[CH:15]2)(C)(C)C.[F-].C([N+](CCCC)(CCCC)CCCC)CCC.[Cl-].[NH4+].CO, predict the reaction product. The product is: [OH:26][CH2:25][CH2:24][CH:21]1[S:20][C:19]([C:16]2[NH:17][C:18]3[C:14]([CH:15]=2)=[CH:13][C:12]([O:27][C:28]2[CH:29]=[CH:30][C:31]([S:34]([CH3:37])(=[O:35])=[O:36])=[CH:32][CH:33]=2)=[CH:11][C:10]=3[O:9][CH:8]([CH3:38])[CH2:7][OH:6])=[N:23][CH2:22]1. (3) Given the reactants [F:1][C:2]1[CH:7]=[CH:6][CH:5]=[C:4]([F:8])[C:3]=1[N:9]1[C:14]2[N:15]=[C:16](S(C)=O)[N:17]=[C:18]([C:19]3[CH:20]=[C:21]([CH:28]=[CH:29][C:30]=3[CH3:31])[C:22]([NH:24][CH2:25][CH2:26][CH3:27])=[O:23])[C:13]=2[CH2:12][NH:11][C:10]1=[O:35].[CH2:36]([N:40]([CH2:45][CH2:46][CH2:47][CH3:48])[CH2:41][CH2:42][CH2:43][NH2:44])[CH2:37][CH2:38][CH3:39], predict the reaction product. The product is: [CH2:36]([N:40]([CH2:45][CH2:46][CH2:47][CH3:48])[CH2:41][CH2:42][CH2:43][NH:44][C:16]1[N:17]=[C:18]([C:19]2[CH:20]=[C:21]([CH:28]=[CH:29][C:30]=2[CH3:31])[C:22]([NH:24][CH2:25][CH2:26][CH3:27])=[O:23])[C:13]2[CH2:12][NH:11][C:10](=[O:35])[N:9]([C:3]3[C:2]([F:1])=[CH:7][CH:6]=[CH:5][C:4]=3[F:8])[C:14]=2[N:15]=1)[CH2:37][CH2:38][CH3:39].